From a dataset of Reaction yield outcomes from USPTO patents with 853,638 reactions. Predict the reaction yield, written as a fraction of the theoretical maximum amount of product (1.0 means a 100% yield; for example, 0.34 means a 34% yield). (1) The reactants are [NH:1]1[CH2:6][CH2:5][CH:4]([CH2:7][OH:8])[CH2:3][CH2:2]1.Br[C:10]1[S:14][N:13]=[C:12]([CH:15]([CH3:17])[CH3:16])[N:11]=1.C(N(CC)CC)C.C(Cl)Cl. The catalyst is O. The product is [CH3:16][CH:15]([C:12]1[N:11]=[C:10]([N:1]2[CH2:6][CH2:5][CH:4]([CH2:7][OH:8])[CH2:3][CH2:2]2)[S:14][N:13]=1)[CH3:17]. The yield is 0.660. (2) The reactants are [Br:1][C:2]1[CH:3]=[CH:4][C:5]([NH:8][C:9]([C:11]2[CH:16]=[C:15]([O:17][CH3:18])[C:14]([O:19][CH3:20])=[C:13]([O:21][CH3:22])[C:12]=2[N+:23]([O-])=O)=[O:10])=[N:6][CH:7]=1. The catalyst is C(OCC)(=O)C.Cl[Pd](Cl)([P](C1C=CC=CC=1)(C1C=CC=CC=1)C1C=CC=CC=1)[P](C1C=CC=CC=1)(C1C=CC=CC=1)C1C=CC=CC=1. The product is [NH2:23][C:12]1[C:13]([O:21][CH3:22])=[C:14]([O:19][CH3:20])[C:15]([O:17][CH3:18])=[CH:16][C:11]=1[C:9]([NH:8][C:5]1[CH:4]=[CH:3][C:2]([Br:1])=[CH:7][N:6]=1)=[O:10]. The yield is 0.770. (3) The reactants are C1([CH:7]([C:16]2[CH:21]=[CH:20][CH:19]=[CH:18][CH:17]=2)[CH:8]([O:13][CH:14]=C)[CH2:9][CH2:10][CH:11]=C)C=CC=CC=1.[CH:22]1[CH:27]=[CH:26][CH:25]=[CH:24][CH:23]=1. The catalyst is Cl[Ru](=CC1C=CC=CC=1)([P](C1CCCCC1)(C1CCCCC1)C1CCCCC1)([P](C1CCCCC1)(C1CCCCC1)C1CCCCC1)Cl. The product is [CH:7]([CH:8]1[CH2:9][CH2:10][CH:11]=[CH:14][O:13]1)([C:16]1[CH:17]=[CH:18][CH:19]=[CH:20][CH:21]=1)[C:22]1[CH:27]=[CH:26][CH:25]=[CH:24][CH:23]=1. The yield is 0.926. (4) The reactants are Cl[C:2]1[N:7]=[CH:6][N:5]=[C:4]([NH:8][C:9]2[CH:14]=[CH:13][CH:12]=[C:11]([NH2:15])[N:10]=2)[CH:3]=1.[CH3:16][O:17][C:18]1[CH:19]=[C:20]([OH:24])[CH:21]=[CH:22][CH:23]=1.C([O-])([O-])=O.[K+].[K+]. The catalyst is CN(C=O)C.CCOC(C)=O. The product is [O:17]([C:18]1[CH:19]=[C:20]([CH:21]=[CH:22][CH:23]=1)[O:24][C:2]1[N:7]=[CH:6][N:5]=[C:4]([NH:8][C:9]2[CH:14]=[CH:13][CH:12]=[C:11]([NH2:15])[N:10]=2)[CH:3]=1)[CH3:16]. The yield is 0.407. (5) The catalyst is ClCCl. The reactants are [CH3:1][N:2]1[C:7](=[O:8])[C:6]2[CH:9]=[N:10][C:11]3[N:15]([CH2:16][O:17][CH2:18][CH2:19][Si:20]([CH3:23])([CH3:22])[CH3:21])[CH:14]=[CH:13][C:12]=3[C:5]=2[N:4]([C@H:24]2[CH2:29][CH2:28][C@H:27]([CH2:30][NH:31][CH3:32])[CH2:26][CH2:25]2)[CH2:3]1.C(N(CC)C(C)C)(C)C.[CH3:42][S:43](Cl)(=[O:45])=[O:44].[Cl-].[NH4+]. The yield is 0.320. The product is [CH3:32][N:31]([CH2:30][C@H:27]1[CH2:28][CH2:29][C@H:24]([N:4]2[C:5]3[C:12]4[CH:13]=[CH:14][N:15]([CH2:16][O:17][CH2:18][CH2:19][Si:20]([CH3:23])([CH3:21])[CH3:22])[C:11]=4[N:10]=[CH:9][C:6]=3[C:7](=[O:8])[N:2]([CH3:1])[CH2:3]2)[CH2:25][CH2:26]1)[S:43]([CH3:42])(=[O:45])=[O:44]. (6) The reactants are [S:1]1[CH:5]=[CH:4]C=[C:2]1C(O)=O.[O-:9]CC.[Na+].S1C=CC=C1CC(O)=O.ClC[Si:24]([O:31][CH2:32][CH3:33])([O:28][CH2:29][CH3:30])[O:25][CH2:26][CH3:27]. The catalyst is COCCOCCOC. The product is [C:5]([S:1][CH2:2][Si:24]([O:31][CH2:32][CH3:33])([O:28][CH2:29][CH3:30])[O:25][CH2:26][CH3:27])(=[O:9])[CH3:4]. The yield is 0.550. (7) The reactants are [Cl:1][C:2]1[CH:7]=[CH:6][CH:5]=[C:4]([Cl:8])[C:3]=1[C:9]1[C:13]([CH:14]=O)=[C:12]([CH:16]([CH3:18])[CH3:17])[O:11][N:10]=1.[NH2:19][C:20]1[S:21][C:22]2[CH:28]=[C:27]([C:29]3[CH:30]=[C:31]([CH:36]=[CH:37][CH:38]=3)[C:32]([O:34][CH3:35])=[O:33])[CH:26]=[CH:25][C:23]=2[N:24]=1.C([Sn](Cl)(Cl)CCCC)CCC.C1([SiH3])C=CC=CC=1. The catalyst is O1CCCC1. The product is [Cl:1][C:2]1[CH:7]=[CH:6][CH:5]=[C:4]([Cl:8])[C:3]=1[C:9]1[C:13]([CH2:14][NH:19][C:20]2[S:21][C:22]3[CH:28]=[C:27]([C:29]4[CH:30]=[C:31]([CH:36]=[CH:37][CH:38]=4)[C:32]([O:34][CH3:35])=[O:33])[CH:26]=[CH:25][C:23]=3[N:24]=2)=[C:12]([CH:16]([CH3:18])[CH3:17])[O:11][N:10]=1. The yield is 0.0900.